This data is from Reaction yield outcomes from USPTO patents with 853,638 reactions. The task is: Predict the reaction yield, written as a fraction of the theoretical maximum amount of product (1.0 means a 100% yield; for example, 0.34 means a 34% yield). (1) The reactants are [CH3:1][C:2]1[CH:3]=[C:4]([C:8](=O)[CH2:9][C:10](=O)[C:11]([F:14])([F:13])[F:12])[CH:5]=[CH:6][CH:7]=1.[NH2:17][C:18]1[N:19]=[CH:20][NH:21][C:22]=1[C:23]#[N:24]. No catalyst specified. The product is [CH3:1][C:2]1[CH:3]=[C:4]([C:8]2[CH:9]=[C:10]([C:11]([F:14])([F:13])[F:12])[N:19]3[CH:20]=[N:21][C:22]([C:23]#[N:24])=[C:18]3[N:17]=2)[CH:5]=[CH:6][CH:7]=1. The yield is 0.530. (2) The reactants are Br[CH2:2][B-:3]([F:6])([F:5])[F:4].[K+:7].[CH3:8][C@@H:9]1[NH:14][CH2:13][CH2:12][N:11]([C:15]([O:17][C:18]([CH3:21])([CH3:20])[CH3:19])=[O:16])[CH2:10]1.C([O-])([O-])=O.[K+].[K+]. The catalyst is C1COCC1. The product is [C:18]([O:17][C:15]([N:11]1[CH2:12][CH2:13][N:14]([CH2:2][B-:3]([F:6])([F:5])[F:4])[C@@H:9]([CH3:8])[CH2:10]1)=[O:16])([CH3:21])([CH3:19])[CH3:20].[K+:7]. The yield is 0.880. (3) The yield is 0.560. The product is [O:1]1[C:5]2[CH:6]=[CH:7][C:8]([C:10]3[CH:11]=[CH:12][C:13]([C:16]4[N:21]=[C:20]([O:22][CH2:23][CH2:24][CH2:25][CH2:26][C:27]([CH3:44])([CH3:43])[CH2:28][NH:29][C:30]([NH:32][C:33]5[CH:34]=[C:35]([CH:40]=[CH:41][CH:42]=5)[C:36]([OH:38])=[O:37])=[O:31])[CH:19]=[CH:18][CH:17]=4)=[CH:14][CH:15]=3)=[CH:9][C:4]=2[O:3][CH2:2]1. The catalyst is C(O)C.O. The reactants are [O:1]1[C:5]2[CH:6]=[CH:7][C:8]([C:10]3[CH:15]=[CH:14][C:13]([C:16]4[N:21]=[C:20]([O:22][CH2:23][CH2:24][CH2:25][CH2:26][C:27]([CH3:44])([CH3:43])[CH2:28][NH:29][C:30]([NH:32][C:33]5[CH:34]=[C:35]([CH:40]=[CH:41][CH:42]=5)[C:36]([O:38]C)=[O:37])=[O:31])[CH:19]=[CH:18][CH:17]=4)=[CH:12][CH:11]=3)=[CH:9][C:4]=2[O:3][CH2:2]1.[OH-].[K+]. (4) The reactants are [CH2:1]([C:4]1[NH:5][C:6]2[C:11]([CH:12]=1)=[C:10]([C:13]([F:16])([F:15])[F:14])[C:9]([C:17]#[N:18])=[CH:8][CH:7]=2)[CH2:2][CH3:3].C([O-])([O-])=O.[Cs+].[Cs+].Br[CH2:26][C:27]1[N:28]=[CH:29][S:30][CH:31]=1. The catalyst is C(#N)C. The product is [CH2:1]([C:4]1[N:5]([CH2:26][C:27]2[N:28]=[CH:29][S:30][CH:31]=2)[C:6]2[C:11]([CH:12]=1)=[C:10]([C:13]([F:15])([F:16])[F:14])[C:9]([C:17]#[N:18])=[CH:8][CH:7]=2)[CH2:2][CH3:3]. The yield is 0.820.